The task is: Regression. Given a peptide amino acid sequence and an MHC pseudo amino acid sequence, predict their binding affinity value. This is MHC class II binding data.. This data is from Peptide-MHC class II binding affinity with 134,281 pairs from IEDB. The binding affinity (normalized) is 0.370. The peptide sequence is GGSILKISNKFHTKG. The MHC is HLA-DPA10301-DPB10402 with pseudo-sequence HLA-DPA10301-DPB10402.